Dataset: Aqueous solubility values for 9,982 compounds from the AqSolDB database. Task: Regression/Classification. Given a drug SMILES string, predict its absorption, distribution, metabolism, or excretion properties. Task type varies by dataset: regression for continuous measurements (e.g., permeability, clearance, half-life) or binary classification for categorical outcomes (e.g., BBB penetration, CYP inhibition). For this dataset (solubility_aqsoldb), we predict Y. The drug is OC(CN1CCCCC1)c1ccc(Cl)c2ccccc12. The Y is -1.55 log mol/L.